Dataset: Forward reaction prediction with 1.9M reactions from USPTO patents (1976-2016). Task: Predict the product of the given reaction. (1) Given the reactants C1C=C(Cl)C=C(C(OO)=O)C=1.[CH3:12][NH:13][C:14](=[O:34])[CH2:15][CH2:16][CH2:17][N:18]1[C:30]2[C:29]3[CH:28]=[CH:27][CH:26]=[CH:25][C:24]=3[N:23]=[CH:22][C:21]=2[N:20]=[C:19]1[CH2:31][CH2:32][CH3:33].[OH-].[NH4+:36].C1(C)C=CC(S(Cl)(=O)=O)=CC=1, predict the reaction product. The product is: [NH2:36][C:22]1[C:21]2[N:20]=[C:19]([CH2:31][CH2:32][CH3:33])[N:18]([CH2:17][CH2:16][CH2:15][C:14]([NH:13][CH3:12])=[O:34])[C:30]=2[C:29]2[CH:28]=[CH:27][CH:26]=[CH:25][C:24]=2[N:23]=1. (2) Given the reactants Cl.Cl.[CH3:3][N:4]([CH3:9])[CH:5]1[CH2:8][NH:7][CH2:6]1.F[C:11]1[C:16]([N+:17]([O-:19])=[O:18])=[CH:15][C:14]([NH:20][C:21]2[N:26]=[C:25]([C:27]3[CH:28]=[N:29][N:30]4[CH2:35][CH2:34][CH2:33][CH2:32][C:31]=34)[CH:24]=[CH:23][N:22]=2)=[C:13]([O:36][CH3:37])[CH:12]=1.CCN(C(C)C)C(C)C, predict the reaction product. The product is: [CH3:3][N:4]([CH3:9])[CH:5]1[CH2:8][N:7]([C:11]2[C:16]([N+:17]([O-:19])=[O:18])=[CH:15][C:14]([NH:20][C:21]3[N:26]=[C:25]([C:27]4[CH:28]=[N:29][N:30]5[CH2:35][CH2:34][CH2:33][CH2:32][C:31]=45)[CH:24]=[CH:23][N:22]=3)=[C:13]([O:36][CH3:37])[CH:12]=2)[CH2:6]1. (3) Given the reactants [OH:1][C@H:2]1[CH2:7][CH2:6][C@H:5]([NH:8][C:9](=[O:15])[O:10][C:11]([CH3:14])([CH3:13])[CH3:12])[CH2:4][CH2:3]1.N1C=CC=CC=1.[CH3:22][C:23]1[CH:31]=[CH:30][C:26]([C:27](Cl)=[O:28])=[CH:25][CH:24]=1.[Cl-].[NH4+], predict the reaction product. The product is: [CH3:22][C:23]1[CH:31]=[CH:30][C:26]([C:27]([O:1][C@H:2]2[CH2:7][CH2:6][C@H:5]([NH:8][C:9](=[O:15])[O:10][C:11]([CH3:12])([CH3:14])[CH3:13])[CH2:4][CH2:3]2)=[O:28])=[CH:25][CH:24]=1. (4) Given the reactants [CH3:1]C(OC(/N=N/C(OC(C)C)=O)=O)C.[Cl:15][C:16]1[CH:24]=[C:23]([Cl:25])[CH:22]=[C:21]2[C:17]=1[CH2:18][C@H:19]([N:53]([CH3:55])[CH3:54])[C@H:20]2[O:26][C:27]1[CH:32]=[CH:31][C:30]([S:33]([NH:36][CH2:37][CH2:38][O:39][CH2:40][CH2:41][O:42][CH2:43][CH2:44][NH:45]C(=O)OC(C)(C)C)(=[O:35])=[O:34])=[CH:29][CH:28]=1.CO.C1C=CC(P(C2C=CC=CC=2)C2C=CC=CC=2)=CC=1, predict the reaction product. The product is: [NH2:45][CH2:44][CH2:43][O:42][CH2:41][CH2:40][O:39][CH2:38][CH2:37][N:36]([CH3:1])[S:33]([C:30]1[CH:31]=[CH:32][C:27]([O:26][C@H:20]2[C:21]3[C:17](=[C:16]([Cl:15])[CH:24]=[C:23]([Cl:25])[CH:22]=3)[CH2:18][C@@H:19]2[N:53]([CH3:55])[CH3:54])=[CH:28][CH:29]=1)(=[O:34])=[O:35]. (5) Given the reactants C1(C(=[N:14][C:15]2[CH:20]=[C:19]([C:21]3[CH:51]=[CH:50][C:24]4[N:25]([C:28]5[S:32][C:31]([C:33]([O:35][CH3:36])=[O:34])=[C:30]([O:37][C@@H:38]([C:40]6[CH:45]=[CH:44][CH:43]=[CH:42][C:41]=6[C:46]([F:49])([F:48])[F:47])[CH3:39])[CH:29]=5)[CH:26]=[N:27][C:23]=4[CH:22]=3)[CH:18]=[CH:17][N:16]=2)C2C=CC=CC=2)C=CC=CC=1, predict the reaction product. The product is: [NH2:14][C:15]1[CH:20]=[C:19]([C:21]2[CH:51]=[CH:50][C:24]3[N:25]([C:28]4[S:32][C:31]([C:33]([O:35][CH3:36])=[O:34])=[C:30]([O:37][C@@H:38]([C:40]5[CH:45]=[CH:44][CH:43]=[CH:42][C:41]=5[C:46]([F:47])([F:49])[F:48])[CH3:39])[CH:29]=4)[CH:26]=[N:27][C:23]=3[CH:22]=2)[CH:18]=[CH:17][N:16]=1. (6) Given the reactants C(OC(=O)[NH:7][CH2:8][CH2:9][CH2:10][N:11]([CH2:16][C:17]1[CH:22]=[CH:21][CH:20]=[C:19]([C:23]2[CH:28]=[CH:27][N:26]=[C:25](Cl)[N:24]=2)[CH:18]=1)[S:12]([CH3:15])(=[O:14])=[O:13])(C)(C)C.[F:31][C:32]1[CH:40]=[C:39]2[C:35]([C:36]([CH2:41][CH2:42][NH2:43])=[CH:37][NH:38]2)=[CH:34][CH:33]=1, predict the reaction product. The product is: [NH2:7][CH2:8][CH2:9][CH2:10][N:11]([CH2:16][C:17]1[CH:22]=[CH:21][CH:20]=[C:19]([C:23]2[CH:28]=[CH:27][N:26]=[C:25]([NH:43][CH2:42][CH2:41][C:36]3[C:35]4[C:39](=[CH:40][C:32]([F:31])=[CH:33][CH:34]=4)[NH:38][CH:37]=3)[N:24]=2)[CH:18]=1)[S:12]([CH3:15])(=[O:13])=[O:14]. (7) Given the reactants C(OC(=O)[NH:7][C@@H:8]1[CH2:13][CH2:12][C@@H:11]([N:14]=[N+:15]=[N-:16])[C@H:10]([CH3:17])[CH2:9]1)(C)(C)C.[ClH:19].C(OC)(C)(C)C, predict the reaction product. The product is: [ClH:19].[N:14]([C@@H:11]1[CH2:12][CH2:13][C@@H:8]([NH2:7])[CH2:9][C@H:10]1[CH3:17])=[N+:15]=[N-:16].